Dataset: Full USPTO retrosynthesis dataset with 1.9M reactions from patents (1976-2016). Task: Predict the reactants needed to synthesize the given product. (1) Given the product [C:17]([C:3]1[CH:4]=[C:5]([C:8]2[S:9][C:10]3[N:11]=[CH:12][N:13]=[CH:14][C:15]=3[N:16]=2)[CH:6]=[CH:7][C:2]=1[N:23]1[CH2:24][CH2:25][N:20]([CH3:19])[CH2:21][CH2:22]1)#[N:18], predict the reactants needed to synthesize it. The reactants are: Cl[C:2]1[CH:7]=[CH:6][C:5]([C:8]2[S:9][C:10]3[N:11]=[CH:12][N:13]=[CH:14][C:15]=3[N:16]=2)=[CH:4][C:3]=1[C:17]#[N:18].[CH3:19][N:20]1[CH2:25][CH2:24][NH:23][CH2:22][CH2:21]1. (2) Given the product [OH:12][N:11]=[C:7]([NH2:8])[C:6]1[CH:9]=[CH:10][C:3]([CH2:2][OH:1])=[N:4][CH:5]=1, predict the reactants needed to synthesize it. The reactants are: [OH:1][CH2:2][C:3]1[CH:10]=[CH:9][C:6]([C:7]#[N:8])=[CH:5][N:4]=1.[NH2:11][OH:12]. (3) Given the product [N:20]1([C:25]2[CH:26]=[CH:27][C:28]([O:1][CH2:2][C@H:3]3[C@H:8]([NH:9][C:10](=[O:19])[O:11][CH2:12][C:13]4[CH:14]=[CH:15][CH:16]=[CH:17][CH:18]=4)[CH2:7][CH2:6][O:5][CH2:4]3)=[CH:29][CH:30]=2)[CH:24]=[CH:23][CH:22]=[N:21]1, predict the reactants needed to synthesize it. The reactants are: [OH:1][CH2:2][C@H:3]1[C@H:8]([NH:9][C:10](=[O:19])[O:11][CH2:12][C:13]2[CH:18]=[CH:17][CH:16]=[CH:15][CH:14]=2)[CH2:7][CH2:6][O:5][CH2:4]1.[N:20]1([C:25]2[CH:30]=[CH:29][C:28](O)=[CH:27][CH:26]=2)[CH:24]=[CH:23][CH:22]=[N:21]1.C1CCN(C(N=NC(N2CCCCC2)=O)=O)CC1.P(CCCC)(CCCC)CCCC.